Regression. Given a peptide amino acid sequence and an MHC pseudo amino acid sequence, predict their binding affinity value. This is MHC class II binding data. From a dataset of Peptide-MHC class II binding affinity with 134,281 pairs from IEDB. (1) The peptide sequence is VLAVGPAYSAHCIGI. The MHC is DRB3_0101 with pseudo-sequence DRB3_0101. The binding affinity (normalized) is 0. (2) The peptide sequence is VNYWFAPGAAAAPLS. The MHC is HLA-DQA10501-DQB10201 with pseudo-sequence HLA-DQA10501-DQB10201. The binding affinity (normalized) is 0.482. (3) The peptide sequence is DEARRMWASAQNISG. The MHC is HLA-DQA10501-DQB10301 with pseudo-sequence HLA-DQA10501-DQB10301. The binding affinity (normalized) is 0.483. (4) The peptide sequence is GLGWYKIEIDQDHQE. The MHC is HLA-DPA10103-DPB10401 with pseudo-sequence HLA-DPA10103-DPB10401. The binding affinity (normalized) is 0.0459. (5) The binding affinity (normalized) is 0.476. The MHC is DRB1_0401 with pseudo-sequence DRB1_0401. The peptide sequence is GELQIVDKIDAGFKI. (6) The peptide sequence is KHAILLVAVSFVTLI. The MHC is DRB1_0701 with pseudo-sequence DRB1_0701. The binding affinity (normalized) is 0.555. (7) The peptide sequence is MLIESNLAGSNDNFL. The MHC is DRB1_0901 with pseudo-sequence DRB1_0901. The binding affinity (normalized) is 0.563. (8) The peptide sequence is GTGSLVITASMSGHI. The MHC is HLA-DPA10201-DPB11401 with pseudo-sequence HLA-DPA10201-DPB11401. The binding affinity (normalized) is 0.668. (9) The peptide sequence is TIKAERTEQKDFDGR. The MHC is HLA-DQA10501-DQB10201 with pseudo-sequence HLA-DQA10501-DQB10201. The binding affinity (normalized) is 0.335. (10) The peptide sequence is TVLFGVSRSMGIGSQ. The MHC is HLA-DPA10103-DPB10401 with pseudo-sequence HLA-DPA10103-DPB10401. The binding affinity (normalized) is 0.249.